Predict the product of the given reaction. From a dataset of Forward reaction prediction with 1.9M reactions from USPTO patents (1976-2016). Given the reactants Cl[C:2]1[N:3]=[C:4]([N:17]2[CH2:22][CH2:21][O:20][CH2:19][CH2:18]2)[C:5]2[S:10][C:9]([C:11]3([O:15][CH3:16])[CH2:14][O:13][CH2:12]3)=[CH:8][C:6]=2[N:7]=1.CC1(C)C(C)(C)OB([C:31]2[CH:32]=[N:33][C:34]([NH2:37])=[N:35][CH:36]=2)O1, predict the reaction product. The product is: [CH3:16][O:15][C:11]1([C:9]2[S:10][C:5]3[C:4]([N:17]4[CH2:22][CH2:21][O:20][CH2:19][CH2:18]4)=[N:3][C:2]([C:31]4[CH:32]=[N:33][C:34]([NH2:37])=[N:35][CH:36]=4)=[N:7][C:6]=3[CH:8]=2)[CH2:14][O:13][CH2:12]1.